Predict the product of the given reaction. From a dataset of Forward reaction prediction with 1.9M reactions from USPTO patents (1976-2016). (1) Given the reactants [CH3:1][C:2]1[N:3]=[C:4]([C:9]2[CH:14]=[CH:13][C:12]([C:15]([F:18])([F:17])[F:16])=[CH:11][CH:10]=2)[S:5][C:6]=1[CH:7]=[O:8].Br[C:20]([F:31])([F:30])[C:21]1[CH:26]=[CH:25][C:24]([CH:27]([F:29])[F:28])=[CH:23][CH:22]=1.[In].Cl, predict the reaction product. The product is: [F:28][CH:27]([F:29])[C:24]1[CH:23]=[CH:22][C:21]([C:20]([F:31])([F:30])[CH:7]([C:6]2[S:5][C:4]([C:9]3[CH:10]=[CH:11][C:12]([C:15]([F:18])([F:16])[F:17])=[CH:13][CH:14]=3)=[N:3][C:2]=2[CH3:1])[OH:8])=[CH:26][CH:25]=1. (2) Given the reactants CC(O)=O.[C:5]([O:9][C:10](=[O:38])[NH:11][C@H:12]([CH2:25][C:26]1[CH:31]=[CH:30][C:29]([C:32]2[CH:37]=[CH:36][CH:35]=[CH:34][CH:33]=2)=[CH:28][CH:27]=1)[C:13]([CH:15]1[C:20](=[O:21])[O:19][C:18]([CH3:23])([CH3:22])[O:17][C:16]1=[O:24])=O)([CH3:8])([CH3:7])[CH3:6].[BH4-].[Na+].[Na+].[Cl-], predict the reaction product. The product is: [C:5]([O:9][C:10](=[O:38])[NH:11][C@@H:12]([CH2:13][CH:15]1[C:20](=[O:21])[O:19][C:18]([CH3:23])([CH3:22])[O:17][C:16]1=[O:24])[CH2:25][C:26]1[CH:27]=[CH:28][C:29]([C:32]2[CH:37]=[CH:36][CH:35]=[CH:34][CH:33]=2)=[CH:30][CH:31]=1)([CH3:8])([CH3:6])[CH3:7].